Task: Predict the product of the given reaction.. Dataset: Forward reaction prediction with 1.9M reactions from USPTO patents (1976-2016) (1) Given the reactants [NH:1]1[C:9]2[C:4](=[CH:5][CH:6]=[CH:7][C:8]=2[C:10]([OH:12])=O)[CH:3]=[N:2]1.C1N=CN(C(N2C=NC=C2)=O)C=1.[C:25]([NH2:29])([CH3:28])([CH3:27])[CH3:26].O, predict the reaction product. The product is: [C:25]([NH:29][C:10]([C:8]1[CH:7]=[CH:6][CH:5]=[C:4]2[C:9]=1[NH:1][N:2]=[CH:3]2)=[O:12])([CH3:28])([CH3:27])[CH3:26]. (2) Given the reactants [Cl:1][C:2]1[CH:3]=[CH:4][C:5]2[N:11](CC3C=CC(OC)=CC=3OC)[C:10](=[O:23])[CH:9]([CH2:24][N:25]3[C:29]([CH2:30][C:31]([O:33][CH2:34][CH3:35])=[O:32])=[N:28][N:27]=[N:26]3)[CH2:8][CH:7]([C:36]3[CH:41]=[CH:40][CH:39]=[C:38]([O:42][CH3:43])[C:37]=3[O:44][CH3:45])[C:6]=2[CH:46]=1.[N+]([O-])(O)=O.[N+]([O-])(O)=O.[N+]([O-])(O)=O.[N+]([O-])(O)=O.[N+]([O-])(O)=O.[N+]([O-])(O)=O.[Ce].C(=O)(O)[O-].[Na+].C(OCC)(=O)C, predict the reaction product. The product is: [Cl:1][C:2]1[CH:3]=[CH:4][C:5]2[NH:11][C:10](=[O:23])[CH:9]([CH2:24][N:25]3[C:29]([CH2:30][C:31]([O:33][CH2:34][CH3:35])=[O:32])=[N:28][N:27]=[N:26]3)[CH2:8][CH:7]([C:36]3[CH:41]=[CH:40][CH:39]=[C:38]([O:42][CH3:43])[C:37]=3[O:44][CH3:45])[C:6]=2[CH:46]=1. (3) Given the reactants S(=O)(=O)(O)O.N[C:7]1[CH:16]=[C:15]2[C:10]([C:11]([Br:21])=[N:12][N:13]([CH:18]([CH3:20])[CH3:19])[C:14]2=[O:17])=[CH:9][CH:8]=1.N([O-])=[O:23].[Na+].NC(N)=O, predict the reaction product. The product is: [OH:23][C:7]1[CH:16]=[C:15]2[C:10]([C:11]([Br:21])=[N:12][N:13]([CH:18]([CH3:20])[CH3:19])[C:14]2=[O:17])=[CH:9][CH:8]=1. (4) Given the reactants [OH:1][C:2]([CH3:17])([CH3:16])[CH:3]([NH:8][C:9](=[O:15])OC(C)(C)C)[C:4](=[O:7])[NH:5][CH3:6].FC(F)(F)C(O)=O.[CH:25]1([C:28]2[C:29]([O:37][C@@H:38]([CH3:43])[C:39]([F:42])([F:41])[F:40])=[CH:30][C:31](C(O)=O)=[N:32][CH:33]=2)[CH2:27][CH2:26]1, predict the reaction product. The product is: [CH:25]1([C:28]2[C:29]([O:37][C@@H:38]([CH3:43])[C:39]([F:42])([F:40])[F:41])=[CH:30][C:31]([C:9]([NH:8][CH:3]([C:2]([OH:1])([CH3:16])[CH3:17])[C:4]([NH:5][CH3:6])=[O:7])=[O:15])=[N:32][CH:33]=2)[CH2:27][CH2:26]1. (5) The product is: [CH3:13][C:7]12[O:10][CH:1]([CH2:9][CH2:8]1)[CH:2]1[CH:6]2[C:5](=[O:11])[CH2:4][C:3]1=[O:12]. Given the reactants [CH:1]12[O:10][CH:7]([CH:8]=[CH:9]1)[CH:6]1[CH:2]2[C:3](=[O:12])[CH2:4][C:5]1=[O:11].[CH3:13]O, predict the reaction product. (6) Given the reactants [NH:1]1[C:9]2[C:4](=[CH:5][CH:6]=[CH:7][CH:8]=2)[CH:3]=[CH:2]1.[Cl-].[CH:11](=[N+:18]([CH3:20])[CH3:19])[C:12]1[CH:17]=[CH:16][CH:15]=[CH:14][CH:13]=1.[CH3:21][O:22][C:23]1[CH:30]=[CH:29][C:26]([CH2:27]Cl)=[CH:25][CH:24]=1, predict the reaction product. The product is: [CH3:21][O:22][C:23]1[CH:30]=[CH:29][C:26]([CH2:27][N:1]2[C:9]3[C:4](=[CH:5][CH:6]=[CH:7][CH:8]=3)[C:3]([CH:11]([N:18]([CH3:20])[CH3:19])[C:12]3[CH:17]=[CH:16][CH:15]=[CH:14][CH:13]=3)=[CH:2]2)=[CH:25][CH:24]=1. (7) Given the reactants [N:1]1([CH2:7][CH2:8][OH:9])[CH2:6][CH2:5][CH2:4][CH2:3][CH2:2]1.[H-].[Na+].[Cl-].[N:13]1[C:22]2[C:17](=[CH:18][N:19]=[CH:20][CH:21]=2)[CH:16]=[CH:15][CH:14]=1.[CH3:23]N(C=O)C, predict the reaction product. The product is: [CH3:23][C:18]1[N:19]=[CH:20][CH:21]=[C:22]2[C:17]=1[CH:16]=[CH:15][C:14]([O:9][CH2:8][CH2:7][N:1]1[CH2:6][CH2:5][CH2:4][CH2:3][CH2:2]1)=[N:13]2.